Dataset: TCR-epitope binding with 47,182 pairs between 192 epitopes and 23,139 TCRs. Task: Binary Classification. Given a T-cell receptor sequence (or CDR3 region) and an epitope sequence, predict whether binding occurs between them. (1) The epitope is FLPRVFSAV. The TCR CDR3 sequence is CASSEATGGTEAFF. Result: 1 (the TCR binds to the epitope). (2) The epitope is LPPAYTNSF. The TCR CDR3 sequence is CASSLGQDAYEQYF. Result: 1 (the TCR binds to the epitope). (3) The epitope is IQYIDIGNY. The TCR CDR3 sequence is CASSFSTGPSQPQHF. Result: 1 (the TCR binds to the epitope). (4) The epitope is NLDSKVGGNY. The TCR CDR3 sequence is CASSSRDGYQNTEAFF. Result: 0 (the TCR does not bind to the epitope). (5) The epitope is RIFTIGTVTLK. The TCR CDR3 sequence is CAIRPGQGVENEQFF. Result: 0 (the TCR does not bind to the epitope). (6) The epitope is KLSYGIATV. The TCR CDR3 sequence is CASSQDAGLAGGYEQYF. Result: 1 (the TCR binds to the epitope).